Predict the reaction yield, written as a fraction of the theoretical maximum amount of product (1.0 means a 100% yield; for example, 0.34 means a 34% yield). From a dataset of Reaction yield outcomes from USPTO patents with 853,638 reactions. The reactants are [Br:1][C:2]1[CH:7]=[CH:6][C:5]([C:8]2[O:9][C:10]([CH3:26])=[C:11]([CH2:13][CH2:14][O:15]S(C3C=CC(C)=CC=3)(=O)=O)[N:12]=2)=[CH:4][CH:3]=1.[CH2:27]([O:29][C:30](=[O:42])[C:31]([O:34][C:35]1[CH:40]=[CH:39][C:38](O)=[CH:37][CH:36]=1)([CH3:33])[CH3:32])[CH3:28].C([O-])([O-])=O.[Cs+].[Cs+]. The catalyst is CN(C=O)C. The product is [CH2:27]([O:29][C:30](=[O:42])[C:31]([O:34][C:35]1[CH:40]=[CH:39][C:38]([O:15][CH2:14][CH2:13][C:11]2[N:12]=[C:8]([C:5]3[CH:4]=[CH:3][C:2]([Br:1])=[CH:7][CH:6]=3)[O:9][C:10]=2[CH3:26])=[CH:37][CH:36]=1)([CH3:33])[CH3:32])[CH3:28]. The yield is 0.440.